From a dataset of Full USPTO retrosynthesis dataset with 1.9M reactions from patents (1976-2016). Predict the reactants needed to synthesize the given product. (1) Given the product [CH2:2]([O:3][C:4]([C:6]1[NH:7][C:8]2[C:13]([CH:14]=1)=[CH:12][C:11]([C:15]([N:28]1[CH2:29][CH2:30][CH2:31][N:25]([C:23]([O:22][C:18]([CH3:21])([CH3:20])[CH3:19])=[O:24])[CH2:26][CH2:27]1)=[O:17])=[CH:10][CH:9]=2)=[O:5])[CH3:1], predict the reactants needed to synthesize it. The reactants are: [CH3:1][CH2:2][O:3][C:4]([C:6]1[NH:7][C:8]2[C:13]([CH:14]=1)=[CH:12][C:11]([C:15]([OH:17])=O)=[CH:10][CH:9]=2)=[O:5].[C:18]([O:22][C:23]([N:25]1[CH2:31][CH2:30][CH2:29][NH:28][CH2:27][CH2:26]1)=[O:24])([CH3:21])([CH3:20])[CH3:19].Cl.C(N=C=NCCCN(C)C)C. (2) Given the product [C:9]([O:13][C:14](=[O:35])[NH:15][C@@H:16]1[CH2:21][CH2:20][CH2:19][N:18]([C:22]([C:23]2[CH:28]=[CH:27][C:26]3[N:29]([CH3:30])[C:47]([C:39]4[N:38]([CH2:36][CH3:37])[C:42]5=[CH:43][N:44]=[CH:45][CH:46]=[C:41]5[CH:40]=4)=[N:31][C:25]=3[CH:24]=2)=[O:34])[CH2:17]1)([CH3:12])([CH3:10])[CH3:11], predict the reactants needed to synthesize it. The reactants are: S(S([O-])=O)([O-])=O.[Na+].[Na+].[C:9]([O:13][C:14](=[O:35])[NH:15][C@@H:16]1[CH2:21][CH2:20][CH2:19][N:18]([C:22](=[O:34])[C:23]2[CH:28]=[CH:27][C:26]([NH:29][CH3:30])=[C:25]([N+:31]([O-])=O)[CH:24]=2)[CH2:17]1)([CH3:12])([CH3:11])[CH3:10].[CH2:36]([N:38]1[C:42]2=[CH:43][N:44]=[CH:45][CH:46]=[C:41]2[CH:40]=[C:39]1[CH:47]=O)[CH3:37]. (3) The reactants are: [CH2:1]([O:3][C:4]([C@@H:6]1[C@@H:10](C(O)=O)[CH2:9][N:8]([C:14]([O:16][C:17]([CH3:20])([CH3:19])[CH3:18])=[O:15])[CH2:7]1)=[O:5])[CH3:2].C([N:23]([CH2:26]C)CC)C.C1(P(N=[N+]=[N-])(C2C=CC=CC=2)=[O:35])C=CC=CC=1.[CH3:45][Si:46]([CH3:51])([CH3:50])[CH2:47][CH2:48][OH:49]. Given the product [CH2:1]([O:3][C:4]([C@@H:6]1[C@@H:10]([NH:23][C:26]([O:49][CH2:48][CH2:47][Si:46]([CH3:51])([CH3:50])[CH3:45])=[O:35])[CH2:9][N:8]([C:14]([O:16][C:17]([CH3:18])([CH3:19])[CH3:20])=[O:15])[CH2:7]1)=[O:5])[CH3:2], predict the reactants needed to synthesize it. (4) Given the product [N:1]1([C:10]([C:12]2[CH:19]=[CH:18][C:15]([CH2:16][NH:27][CH:28]3[CH2:36][C:35]4[C:30](=[CH:31][CH:32]=[CH:33][CH:34]=4)[CH2:29]3)=[C:14]([N+:20]([O-:22])=[O:21])[CH:13]=2)=[O:11])[C:9]2[C:4](=[CH:5][CH:6]=[CH:7][CH:8]=2)[CH2:3][CH2:2]1, predict the reactants needed to synthesize it. The reactants are: [N:1]1([C:10]([C:12]2[CH:19]=[CH:18][C:15]([CH:16]=O)=[C:14]([N+:20]([O-:22])=[O:21])[CH:13]=2)=[O:11])[C:9]2[C:4](=[CH:5][CH:6]=[CH:7][CH:8]=2)[CH2:3][CH2:2]1.ClCCCl.[NH2:27][CH:28]1[CH2:36][C:35]2[C:30](=[CH:31][CH:32]=[CH:33][CH:34]=2)[CH2:29]1.C(O)(=O)C.C(O[BH-](OC(=O)C)OC(=O)C)(=O)C.[Na+]. (5) Given the product [CH3:11][S:12]([O:8][CH2:7][C:6]1[CH:9]=[CH:10][C:3]([S:2][CH3:1])=[CH:4][CH:5]=1)(=[O:14])=[O:13], predict the reactants needed to synthesize it. The reactants are: [CH3:1][S:2][C:3]1[CH:10]=[CH:9][C:6]([CH2:7][OH:8])=[CH:5][CH:4]=1.[CH3:11][S:12](Cl)(=[O:14])=[O:13].C(N(CC)CC)C.Cl. (6) The reactants are: C([O:8][CH2:9][C@H:10]1[O:21][C:13]2=[N:14][C:15]3[CH:20]=[CH:19][CH:18]=[CH:17][C:16]=3[N:12]2[CH2:11]1)C1C=CC=CC=1. Given the product [O:21]1[C:13]2=[N:14][C:15]3[CH:20]=[CH:19][CH:18]=[CH:17][C:16]=3[N:12]2[CH2:11][C@H:10]1[CH2:9][OH:8], predict the reactants needed to synthesize it. (7) Given the product [CH2:20]([OH:21])[C@H:18]([C@H:16]([C@@H:14]([C@@H:12]([CH2:11][OH:10])[OH:13])[OH:15])[OH:17])[OH:19], predict the reactants needed to synthesize it. The reactants are: C(OCC)(=O)CC(C)=O.[OH:10][CH2:11][C@@H:12]([C@H:14]([C@@H:16]([C@@H:18]([CH2:20][OH:21])[OH:19])[OH:17])[OH:15])[OH:13].